This data is from Full USPTO retrosynthesis dataset with 1.9M reactions from patents (1976-2016). The task is: Predict the reactants needed to synthesize the given product. (1) Given the product [Si:1]([O:8][C@@H:9]([CH2:13][O:14][CH:15]([CH3:17])[CH3:16])[C:10]([NH:24][C:22]1[S:21][N:20]=[C:19]([CH3:18])[N:23]=1)=[O:12])([C:4]([CH3:5])([CH3:6])[CH3:7])([CH3:2])[CH3:3], predict the reactants needed to synthesize it. The reactants are: [Si:1]([O:8][C@@H:9]([CH2:13][O:14][CH:15]([CH3:17])[CH3:16])[C:10]([OH:12])=O)([C:4]([CH3:7])([CH3:6])[CH3:5])([CH3:3])[CH3:2].[CH3:18][C:19]1[N:23]=[C:22]([NH2:24])[S:21][N:20]=1. (2) Given the product [OH:14][NH:13][C:1]([C:3]1[CH:8]=[CH:7][CH:6]=[C:5]([S:9](=[O:11])(=[O:10])[NH2:12])[CH:4]=1)=[NH:2], predict the reactants needed to synthesize it. The reactants are: [C:1]([C:3]1[CH:4]=[C:5]([S:9]([NH2:12])(=[O:11])=[O:10])[CH:6]=[CH:7][CH:8]=1)#[N:2].[NH2:13][OH:14]. (3) Given the product [CH2:1]([C:3]1[CH:8]=[C:7]([C:18]#[C:17][Si:14]([CH3:16])([CH3:15])[CH3:13])[C:6]([CH2:10][CH3:11])=[CH:5][C:4]=1[C:27]#[C:25][Si:14]([CH3:16])([CH3:15])[CH3:13])[CH3:2], predict the reactants needed to synthesize it. The reactants are: [CH2:1]([C:3]1[CH:8]=[C:7](I)[C:6]([CH2:10][CH3:11])=[CH:5][C:4]=1I)[CH3:2].[CH3:13][Si:14]([C:17]#[CH:18])([CH3:16])[CH3:15].C(N([CH:25]([CH3:27])C)CC)(C)C.C1COCC1. (4) Given the product [Br:2][C:3]1[CH:4]=[C:5]([C:12]([NH:53][CH:51]2[CH2:52][O:49][CH2:50]2)=[O:14])[C:6]2[N:7]([CH:9]=[CH:10][N:11]=2)[CH:8]=1, predict the reactants needed to synthesize it. The reactants are: Cl.[Br:2][C:3]1[CH:4]=[C:5]([C:12]([OH:14])=O)[C:6]2[N:7]([CH:9]=[CH:10][N:11]=2)[CH:8]=1.CN(C(ON1N=NC2C=CC=NC1=2)=[N+](C)C)C.F[P-](F)(F)(F)(F)F.CCN(C(C)C)C(C)C.Cl.[O:49]1[CH:52]=[C:51]([NH2:53])[CH2:50]1. (5) The reactants are: [NH2:1][C:2]1[C:3]([CH3:15])=[C:4]([C:11]([F:14])([F:13])[F:12])[CH:5]=[C:6]([N+:8]([O-:10])=[O:9])[CH:7]=1.C1(C)C=CC=CC=1.[C:23](Cl)(Cl)=[O:24]. Given the product [CH3:15][C:3]1[C:4]([C:11]([F:12])([F:13])[F:14])=[CH:5][C:6]([N+:8]([O-:10])=[O:9])=[CH:7][C:2]=1[N:1]=[C:23]=[O:24], predict the reactants needed to synthesize it. (6) Given the product [Cl:30][C:31]1[CH:32]=[C:33]([C:2]2[CH:7]=[CH:6][CH:5]=[C:4]([CH:8]([C:23]3([OH:29])[CH2:28][CH2:27][CH2:26][CH2:25][CH2:24]3)[CH2:9][N:10]3[CH2:15][CH2:14][N:13]([C:16]([O:18][C:19]([CH3:20])([CH3:22])[CH3:21])=[O:17])[CH2:12][CH2:11]3)[CH:3]=2)[CH:34]=[CH:35][C:36]=1[Cl:37], predict the reactants needed to synthesize it. The reactants are: Br[C:2]1[CH:3]=[C:4]([CH:8]([C:23]2([OH:29])[CH2:28][CH2:27][CH2:26][CH2:25][CH2:24]2)[CH2:9][N:10]2[CH2:15][CH2:14][N:13]([C:16]([O:18][C:19]([CH3:22])([CH3:21])[CH3:20])=[O:17])[CH2:12][CH2:11]2)[CH:5]=[CH:6][CH:7]=1.[Cl:30][C:31]1[CH:32]=[C:33](B(O)O)[CH:34]=[CH:35][C:36]=1[Cl:37].C(=O)([O-])[O-].[Na+].[Na+]. (7) Given the product [CH:2]1([C:8]2[CH:17]=[CH:16][C:11]([C:12]([O:14][CH3:15])=[O:13])=[C:10]([CH3:18])[CH:9]=2)[CH2:5][CH2:4][CH2:3]1, predict the reactants needed to synthesize it. The reactants are: [Br-].[CH:2]1([Zn+])[CH2:5][CH2:4][CH2:3]1.Br[C:8]1[CH:17]=[CH:16][C:11]([C:12]([O:14][CH3:15])=[O:13])=[C:10]([CH3:18])[CH:9]=1.C(Cl)Cl.